From a dataset of Full USPTO retrosynthesis dataset with 1.9M reactions from patents (1976-2016). Predict the reactants needed to synthesize the given product. (1) Given the product [Br:1][C:2]1[CH:3]=[N:4][CH:5]=[C:6]([CH:10]=1)[C:7]([NH:11][CH2:12][CH2:13][OH:14])=[O:9], predict the reactants needed to synthesize it. The reactants are: [Br:1][C:2]1[CH:3]=[N:4][CH:5]=[C:6]([CH:10]=1)[C:7]([OH:9])=O.[NH2:11][CH2:12][CH2:13][OH:14].CN(C(ON1N=NC2C=CC=NC1=2)=[N+](C)C)C.F[P-](F)(F)(F)(F)F.CCN(C(C)C)C(C)C. (2) Given the product [CH2:10]([NH:17][C:18]([C:20]1[S:24][C:23]([NH:25][C:1](=[O:8])[C:2]2[CH:7]=[CH:6][CH:5]=[N:4][CH:3]=2)=[N:22][C:21]=1[CH3:26])=[O:19])[C:11]1[CH:16]=[CH:15][CH:14]=[CH:13][CH:12]=1, predict the reactants needed to synthesize it. The reactants are: [C:1](Cl)(=[O:8])[C:2]1[CH:7]=[CH:6][CH:5]=[N:4][CH:3]=1.[CH2:10]([NH:17][C:18]([C:20]1[S:24][C:23]([NH2:25])=[N:22][C:21]=1[CH3:26])=[O:19])[C:11]1[CH:16]=[CH:15][CH:14]=[CH:13][CH:12]=1.